From a dataset of NCI-60 drug combinations with 297,098 pairs across 59 cell lines. Regression. Given two drug SMILES strings and cell line genomic features, predict the synergy score measuring deviation from expected non-interaction effect. (1) Synergy scores: CSS=28.4, Synergy_ZIP=-12.4, Synergy_Bliss=0.926, Synergy_Loewe=-11.5, Synergy_HSA=1.39. Cell line: MALME-3M. Drug 2: C1=CC(=CC=C1CC(C(=O)O)N)N(CCCl)CCCl.Cl. Drug 1: C1=CC(=C2C(=C1NCCNCCO)C(=O)C3=C(C=CC(=C3C2=O)O)O)NCCNCCO. (2) Drug 1: CC1C(C(=O)NC(C(=O)N2CCCC2C(=O)N(CC(=O)N(C(C(=O)O1)C(C)C)C)C)C(C)C)NC(=O)C3=C4C(=C(C=C3)C)OC5=C(C(=O)C(=C(C5=N4)C(=O)NC6C(OC(=O)C(N(C(=O)CN(C(=O)C7CCCN7C(=O)C(NC6=O)C(C)C)C)C)C(C)C)C)N)C. Drug 2: CCCCC(=O)OCC(=O)C1(CC(C2=C(C1)C(=C3C(=C2O)C(=O)C4=C(C3=O)C=CC=C4OC)O)OC5CC(C(C(O5)C)O)NC(=O)C(F)(F)F)O. Cell line: OVCAR3. Synergy scores: CSS=50.1, Synergy_ZIP=27.4, Synergy_Bliss=26.3, Synergy_Loewe=26.6, Synergy_HSA=25.4. (3) Drug 1: C1=CC(=CC=C1CCCC(=O)O)N(CCCl)CCCl. Drug 2: CC1=C2C(C(=O)C3(C(CC4C(C3C(C(C2(C)C)(CC1OC(=O)C(C(C5=CC=CC=C5)NC(=O)OC(C)(C)C)O)O)OC(=O)C6=CC=CC=C6)(CO4)OC(=O)C)O)C)O. Cell line: SK-OV-3. Synergy scores: CSS=54.7, Synergy_ZIP=-2.22, Synergy_Bliss=2.10, Synergy_Loewe=2.51, Synergy_HSA=4.74. (4) Drug 1: C1CC(C1)(C(=O)O)C(=O)O.[NH2-].[NH2-].[Pt+2]. Drug 2: CC1C(C(CC(O1)OC2CC(OC(C2O)C)OC3=CC4=CC5=C(C(=O)C(C(C5)C(C(=O)C(C(C)O)O)OC)OC6CC(C(C(O6)C)O)OC7CC(C(C(O7)C)O)OC8CC(C(C(O8)C)O)(C)O)C(=C4C(=C3C)O)O)O)O. Cell line: RXF 393. Synergy scores: CSS=49.7, Synergy_ZIP=1.03, Synergy_Bliss=2.17, Synergy_Loewe=-21.6, Synergy_HSA=0.440. (5) Synergy scores: CSS=-0.128, Synergy_ZIP=-0.152, Synergy_Bliss=-3.00, Synergy_Loewe=-5.42, Synergy_HSA=-3.91. Drug 1: CN(C)C1=NC(=NC(=N1)N(C)C)N(C)C. Cell line: NCIH23. Drug 2: C1C(C(OC1N2C=NC3=C(N=C(N=C32)Cl)N)CO)O. (6) Drug 1: C1=CC(=CC=C1C#N)C(C2=CC=C(C=C2)C#N)N3C=NC=N3. Drug 2: CCC1(CC2CC(C3=C(CCN(C2)C1)C4=CC=CC=C4N3)(C5=C(C=C6C(=C5)C78CCN9C7C(C=CC9)(C(C(C8N6C)(C(=O)OC)O)OC(=O)C)CC)OC)C(=O)OC)O.OS(=O)(=O)O. Cell line: HCT116. Synergy scores: CSS=-1.20, Synergy_ZIP=-0.536, Synergy_Bliss=-5.75, Synergy_Loewe=-4.45, Synergy_HSA=-5.44. (7) Drug 1: C1=NC2=C(N=C(N=C2N1C3C(C(C(O3)CO)O)O)F)N. Drug 2: C1=NC(=NC(=O)N1C2C(C(C(O2)CO)O)O)N. Cell line: EKVX. Synergy scores: CSS=1.13, Synergy_ZIP=1.66, Synergy_Bliss=1.27, Synergy_Loewe=0.758, Synergy_HSA=0.733.